Dataset: Reaction yield outcomes from USPTO patents with 853,638 reactions. Task: Predict the reaction yield, written as a fraction of the theoretical maximum amount of product (1.0 means a 100% yield; for example, 0.34 means a 34% yield). The reactants are [CH3:1][O:2][C:3]1[C:8]2[N:9]=[C:10]([NH2:12])[S:11][C:7]=2[C:6]([N:13]2[CH2:18][CH2:17][O:16][CH2:15][CH2:14]2)=[CH:5][CH:4]=1.Cl[C:20](OC1C=CC=CC=1)=[O:21].[CH:29]12[O:36][CH:33]([CH2:34][CH2:35]1)[CH2:32][NH:31][CH2:30]2. No catalyst specified. The product is [CH3:1][O:2][C:3]1[C:8]2[N:9]=[C:10]([NH:12][C:20]([N:31]3[CH2:30][CH:29]4[O:36][CH:33]([CH2:34][CH2:35]4)[CH2:32]3)=[O:21])[S:11][C:7]=2[C:6]([N:13]2[CH2:18][CH2:17][O:16][CH2:15][CH2:14]2)=[CH:5][CH:4]=1. The yield is 0.670.